Dataset: Forward reaction prediction with 1.9M reactions from USPTO patents (1976-2016). Task: Predict the product of the given reaction. (1) Given the reactants [CH3:1][C:2]1([CH3:19])[C:10]2[C:5](=[CH:6][C:7]([N+:15]([O-:17])=[O:16])=[C:8]([NH:11]C(=O)C)[CH:9]=2)[NH:4][C:3]1=[O:18].[CH3:20][C:21]1[CH:28]=[CH:27][C:24]([CH2:25]Br)=[CH:23][CH:22]=1.C([O-])([O-])=O.[K+].[K+], predict the reaction product. The product is: [NH2:11][C:8]1[CH:9]=[C:10]2[C:5](=[CH:6][C:7]=1[N+:15]([O-:17])=[O:16])[N:4]([CH2:20][C:21]1[CH:28]=[CH:27][C:24]([CH3:25])=[CH:23][CH:22]=1)[C:3](=[O:18])[C:2]2([CH3:1])[CH3:19]. (2) Given the reactants [CH3:1][O:2][C:3]1[CH:20]=[CH:19][CH:18]=[C:17]([O:21][CH3:22])[C:4]=1[CH2:5][NH:6][C:7]([NH:9][C:10]1[CH:15]=[CH:14][C:13](I)=[CH:12][N:11]=1)=[NH:8].[C:23]1([O:29]B(O)O)[CH:28]=[CH:27][CH:26]=[CH:25][CH:24]=1.C(=O)([O-])[O-].[Na+].[Na+], predict the reaction product. The product is: [C:17]([OH:21])(=[O:29])[CH3:18].[CH3:1][O:2][C:3]1[CH:20]=[CH:19][CH:18]=[C:17]([O:21][CH3:22])[C:4]=1[CH2:5][NH:6][C:7]([NH:9][C:10]1[CH:15]=[CH:14][C:13]([C:23]2[CH:28]=[CH:27][CH:26]=[CH:25][CH:24]=2)=[CH:12][N:11]=1)=[NH:8].